Dataset: Forward reaction prediction with 1.9M reactions from USPTO patents (1976-2016). Task: Predict the product of the given reaction. (1) Given the reactants Cl.[Cl:2][C:3]1[CH:4]=[C:5]2[C:10](=[CH:11][C:12]=1[C:13]([CH3:17])([CH3:16])[CH2:14][NH2:15])[O:9][CH:8]([C:18]([F:21])([F:20])[F:19])[C:7]([C:22]([O:24][CH2:25][CH3:26])=[O:23])=[CH:6]2.[Cl:27][C:28]1[CH:36]=[CH:35][C:31]([C:32](Cl)=[O:33])=[CH:30][CH:29]=1.C(F)(F)(C(F)(F)C(F)(F)F)C(F)(F)C(F)(F)N(C(F)(F)C(F)(F)C(F)(F)C(F)(F)C(F)(F)F)C(F)(F)C(F)(F)C(F)(F)C(F)(F)C(F)(F)F, predict the reaction product. The product is: [Cl:2][C:3]1[CH:4]=[C:5]2[C:10](=[CH:11][C:12]=1[C:13]([CH3:16])([CH3:17])[CH2:14][NH:15][C:32](=[O:33])[C:31]1[CH:35]=[CH:36][C:28]([Cl:27])=[CH:29][CH:30]=1)[O:9][CH:8]([C:18]([F:21])([F:20])[F:19])[C:7]([C:22]([O:24][CH2:25][CH3:26])=[O:23])=[CH:6]2. (2) Given the reactants [O:1]1[CH:5]=[CH:4][CH:3]=[C:2]1[C:6]1[CH:13]=[CH:12][C:11]([OH:14])=[CH:10][C:7]=1[C:8]#[N:9], predict the reaction product. The product is: [NH2:9][CH2:8][C:7]1[CH:10]=[C:11]([OH:14])[CH:12]=[CH:13][C:6]=1[C:2]1[O:1][CH:5]=[CH:4][CH:3]=1. (3) Given the reactants [CH2:1]([C:8]1[CH:9]=[C:10]([C:14](=[O:16])[CH3:15])[CH:11]=[CH:12][CH:13]=1)[C:2]1[CH:7]=[CH:6][CH:5]=[CH:4][CH:3]=1.[Li]N(C(C)C)C(C)C.[C:25]([N:44]1[CH:48]=[CH:47][N:46]=[C:45]1[CH:49]=[O:50])([C:38]1[CH:43]=[CH:42][CH:41]=[CH:40][CH:39]=1)([C:32]1[CH:37]=[CH:36][CH:35]=[CH:34][CH:33]=1)[C:26]1[CH:31]=[CH:30][CH:29]=[CH:28][CH:27]=1, predict the reaction product. The product is: [CH2:1]([C:8]1[CH:9]=[C:10]([C:14](=[O:16])[CH2:15][CH:49]([OH:50])[C:45]2[N:44]([C:25]([C:26]3[CH:31]=[CH:30][CH:29]=[CH:28][CH:27]=3)([C:38]3[CH:39]=[CH:40][CH:41]=[CH:42][CH:43]=3)[C:32]3[CH:33]=[CH:34][CH:35]=[CH:36][CH:37]=3)[CH:48]=[CH:47][N:46]=2)[CH:11]=[CH:12][CH:13]=1)[C:2]1[CH:3]=[CH:4][CH:5]=[CH:6][CH:7]=1. (4) Given the reactants Cl[C:2]1[CH:7]=[C:6]([C:8]2[CH:13]=[C:12]([Cl:14])[CH:11]=[CH:10][C:9]=2[O:15][CH2:16][CH3:17])[N:5]=[C:4]([NH2:18])[N:3]=1.[Cl:19][C:20]1[CH:27]=[CH:26][C:23]([NH:24][CH3:25])=[CH:22][CH:21]=1, predict the reaction product. The product is: [Cl:14][C:12]1[CH:11]=[CH:10][C:9]([O:15][CH2:16][CH3:17])=[C:8]([C:6]2[N:5]=[C:4]([NH2:18])[N:3]=[C:2]([N:24]([C:23]3[CH:26]=[CH:27][C:20]([Cl:19])=[CH:21][CH:22]=3)[CH3:25])[CH:7]=2)[CH:13]=1. (5) Given the reactants C(O)(=O)C.CC1(C)[O:11][CH2:10][C:9]([CH2:22][Si:23]([C:36]([CH3:39])([CH3:38])[CH3:37])([C:30]2[CH:35]=[CH:34][CH:33]=[CH:32][CH:31]=2)[C:24]2[CH:29]=[CH:28][CH:27]=[CH:26][CH:25]=2)([CH2:12][N:13]2[CH:20]=[C:19]([F:21])[C:17]([NH2:18])=[N:16][C:14]2=[O:15])[CH2:8][O:7]1.CCCCCC, predict the reaction product. The product is: [Si:23]([CH2:22][C:9]([CH2:10][OH:11])([CH2:8][OH:7])[CH2:12][N:13]1[CH:20]=[C:19]([F:21])[C:17]([NH2:18])=[N:16][C:14]1=[O:15])([C:36]([CH3:37])([CH3:38])[CH3:39])([C:24]1[CH:29]=[CH:28][CH:27]=[CH:26][CH:25]=1)[C:30]1[CH:35]=[CH:34][CH:33]=[CH:32][CH:31]=1. (6) Given the reactants Cl[C:2]1[CH:7]=[CH:6][C:5]([C:8]([F:11])([F:10])[F:9])=[CH:4][N:3]=1.[CH2:12]([O:19][C:20]1[CH:21]=[C:22]([C:37]2[N:38]=[N:39][NH:40][N:41]=2)[CH:23]=[C:24]([N+:34]([O-:36])=[O:35])[C:25]=1[O:26][CH2:27][C:28]1[CH:33]=[CH:32][CH:31]=[CH:30][CH:29]=1)[C:13]1[CH:18]=[CH:17][CH:16]=[CH:15][CH:14]=1.C(=O)([O-])[O-].[K+].[K+], predict the reaction product. The product is: [CH2:12]([O:19][C:20]1[CH:21]=[C:22]([C:37]2[N:38]=[N:39][N:40]([C:2]3[CH:7]=[CH:6][C:5]([C:8]([F:11])([F:10])[F:9])=[CH:4][N:3]=3)[N:41]=2)[CH:23]=[C:24]([N+:34]([O-:36])=[O:35])[C:25]=1[O:26][CH2:27][C:28]1[CH:33]=[CH:32][CH:31]=[CH:30][CH:29]=1)[C:13]1[CH:18]=[CH:17][CH:16]=[CH:15][CH:14]=1. (7) Given the reactants [CH:1]([C:4]1[N:8]=[C:7]([CH:9]2[CH2:14][CH2:13][N:12]([C:15]3[N:22]=[CH:21][C:20](B4OC(C)(C)C(C)(C)O4)=[CH:19][C:16]=3[C:17]#[N:18])[CH2:11][CH2:10]2)[O:6][N:5]=1)([CH3:3])[CH3:2].Br[C:33]1[CH:38]=[CH:37][C:36]([N:39]2[C:43](=[O:44])[N:42]([CH2:45][CH2:46][CH3:47])[N:41]=[CH:40]2)=[C:35]([F:48])[CH:34]=1.C(=O)([O-])[O-].[Na+].[Na+], predict the reaction product. The product is: [F:48][C:35]1[CH:34]=[C:33]([C:20]2[CH:21]=[N:22][C:15]([N:12]3[CH2:11][CH2:10][CH:9]([C:7]4[O:6][N:5]=[C:4]([CH:1]([CH3:2])[CH3:3])[N:8]=4)[CH2:14][CH2:13]3)=[C:16]([CH:19]=2)[C:17]#[N:18])[CH:38]=[CH:37][C:36]=1[N:39]1[C:43](=[O:44])[N:42]([CH2:45][CH2:46][CH3:47])[N:41]=[CH:40]1.